From a dataset of Forward reaction prediction with 1.9M reactions from USPTO patents (1976-2016). Predict the product of the given reaction. (1) Given the reactants S(O)(O)(=O)=O.[CH3:6][NH:7][NH2:8].C([O-])(O)=O.[Na+].[N:14]1[N:18]2[CH:19]=[CH:20][CH:21]=[CH:22][C:17]2=[C:16]([CH:23]=O)[CH:15]=1.[CH3:25][C:26]1[CH:31]=[CH:30][C:29]([N+:32]([O-:34])=[O:33])=[CH:28][C:27]=1[S:35](Cl)(=[O:37])=[O:36], predict the reaction product. The product is: [CH3:6][N:7]([S:35]([C:27]1[CH:28]=[C:29]([N+:32]([O-:34])=[O:33])[CH:30]=[CH:31][C:26]=1[CH3:25])(=[O:36])=[O:37])[N:8]=[CH:23][C:16]1[CH:15]=[N:14][N:18]2[CH:19]=[CH:20][CH:21]=[CH:22][C:17]=12. (2) Given the reactants C1COCC1.[C:6]([N:13]([C:21]1[C:25]2[CH:26]=[C:27]([CH2:30]Br)[CH:28]=[CH:29][C:24]=2[O:23][N:22]=1)[C:14]([O:16][C:17]([CH3:20])([CH3:19])[CH3:18])=[O:15])([O:8][C:9]([CH3:12])([CH3:11])[CH3:10])=[O:7].[F:32][C:33]1[C:38]([F:39])=[CH:37][C:36]([C:40]2[CH:45]=[CH:44][C:43]([OH:46])=[CH:42][CH:41]=2)=[C:35]([O:47][CH3:48])[CH:34]=1.C(=O)([O-])[O-].[K+].[K+], predict the reaction product. The product is: [C:6]([N:13]([C:21]1[C:25]2[CH:26]=[C:27]([CH2:30][O:46][C:43]3[CH:42]=[CH:41][C:40]([C:36]4[CH:37]=[C:38]([F:39])[C:33]([F:32])=[CH:34][C:35]=4[O:47][CH3:48])=[CH:45][CH:44]=3)[CH:28]=[CH:29][C:24]=2[O:23][N:22]=1)[C:14]([O:16][C:17]([CH3:20])([CH3:19])[CH3:18])=[O:15])([O:8][C:9]([CH3:12])([CH3:11])[CH3:10])=[O:7]. (3) Given the reactants [CH:1]1([O:5][C:6]2[CH:11]=[CH:10][C:9]([NH:12][C:13]([C:15]3[CH:16]=[C:17]([CH2:21][CH2:22][CH2:23][O:24][CH2:25][CH2:26][O:27][CH2:28][CH2:29][O:30][CH2:31][CH2:32][O:33][CH2:34][CH2:35][C:36]([O:38]C(C)(C)C)=[O:37])[CH:18]=[CH:19][CH:20]=3)=[O:14])=[C:8]([C:43]3[CH:48]=[C:47]([C:49](=[O:61])[NH:50][C@@H:51]4[C:60]5[C:55](=[CH:56][CH:57]=[CH:58][CH:59]=5)[CH2:54][CH2:53][CH2:52]4)[CH:46]=[CH:45][N:44]=3)[CH:7]=2)[CH2:4][CH2:3][CH2:2]1.FC(F)(F)C(O)=O, predict the reaction product. The product is: [CH:1]1([O:5][C:6]2[CH:11]=[CH:10][C:9]([NH:12][C:13]([C:15]3[CH:16]=[C:17]([CH2:21][CH2:22][CH2:23][O:24][CH2:25][CH2:26][O:27][CH2:28][CH2:29][O:30][CH2:31][CH2:32][O:33][CH2:34][CH2:35][C:36]([OH:38])=[O:37])[CH:18]=[CH:19][CH:20]=3)=[O:14])=[C:8]([C:43]3[CH:48]=[C:47]([C:49](=[O:61])[NH:50][C@@H:51]4[C:60]5[C:55](=[CH:56][CH:57]=[CH:58][CH:59]=5)[CH2:54][CH2:53][CH2:52]4)[CH:46]=[CH:45][N:44]=3)[CH:7]=2)[CH2:2][CH2:3][CH2:4]1. (4) Given the reactants [O:1]=[C:2]1[CH2:7][O:6][C:5]2[CH:8]=[N:9][C:10]([CH:12]=O)=[CH:11][C:4]=2[NH:3]1.[NH2:14][C:15]12[CH2:22][CH2:21][C:18]([CH:23]([OH:38])[CH2:24][C:25]3[C:34]4[C:29](=[CH:30][CH:31]=[C:32]([O:35][CH3:36])[N:33]=4)[N:28]=[CH:27][C:26]=3[F:37])([CH2:19][CH2:20]1)[O:17][CH2:16]2.C(O)(=O)C.C(O[BH-](OC(=O)C)OC(=O)C)(=O)C.[Na+], predict the reaction product. The product is: [F:37][C:26]1[CH:27]=[N:28][C:29]2[C:34]([C:25]=1[CH2:24][CH:23]([C:18]13[CH2:21][CH2:22][C:15]([NH:14][CH2:12][C:10]4[N:9]=[CH:8][C:5]5[O:6][CH2:7][C:2](=[O:1])[NH:3][C:4]=5[CH:11]=4)([CH2:20][CH2:19]1)[CH2:16][O:17]3)[OH:38])=[N:33][C:32]([O:35][CH3:36])=[CH:31][CH:30]=2. (5) The product is: [CH3:35][C:34]1[O:33][C:32]([C:36]2[CH:37]=[CH:38][CH:39]=[CH:40][CH:41]=2)=[N:31][C:30]=1[CH2:29][CH2:28][O:1][C:2]1[CH:11]=[C:10]2[C:5]([CH2:6][CH:7]([C:18]([O:20][CH2:21][CH3:22])=[O:19])[N:8]([C:12]3[CH:17]=[CH:16][CH:15]=[CH:14][CH:13]=3)[CH2:9]2)=[CH:4][CH:3]=1. Given the reactants [OH:1][C:2]1[CH:11]=[C:10]2[C:5]([CH2:6][CH:7]([C:18]([O:20][CH2:21][CH3:22])=[O:19])[N:8]([C:12]3[CH:17]=[CH:16][CH:15]=[CH:14][CH:13]=3)[CH2:9]2)=[CH:4][CH:3]=1.CS(O[CH2:28][CH2:29][C:30]1[N:31]=[C:32]([C:36]2[CH:41]=[CH:40][CH:39]=[CH:38][CH:37]=2)[O:33][C:34]=1[CH3:35])(=O)=O.C(=O)([O-])[O-].[K+].[K+].O.[F-].C([N+](CC)(CC)CC)C, predict the reaction product. (6) Given the reactants [OH:1][C:2]1[CH:3]=[C:4]([NH:14]C(=O)C)[CH:5]=[CH:6][C:7]=1[CH2:8][N:9]1[CH2:13][CH2:12][CH2:11][CH2:10]1.Cl, predict the reaction product. The product is: [NH2:14][C:4]1[CH:5]=[CH:6][C:7]([CH2:8][N:9]2[CH2:13][CH2:12][CH2:11][CH2:10]2)=[C:2]([OH:1])[CH:3]=1. (7) Given the reactants [C:1]([O:4][C@H:5]1[CH2:10][CH2:9][C@H:8]([C:11](=[O:29])[CH2:12][N:13]2[C:22]3[C:17](=[CH:18][N:19]=[CH:20][CH:21]=3)[C:16]3[CH:23]=[C:24]([F:27])[CH:25]=[CH:26][C:15]=3[C:14]2=[O:28])[CH2:7][CH2:6]1)(=[O:3])[CH3:2].ClC1C=CC=C(C(OO)=[O:38])C=1.[O-]S(S([O-])=O)=O.[Na+].[Na+].C([O-])(O)=O.[Na+], predict the reaction product. The product is: [C:1]([O:4][C@H:5]1[CH2:10][CH2:9][C@H:8]([C:11](=[O:29])[CH2:12][N:13]2[C:22]3[C:17](=[CH:18][N+:19]([O-:38])=[CH:20][CH:21]=3)[C:16]3[CH:23]=[C:24]([F:27])[CH:25]=[CH:26][C:15]=3[C:14]2=[O:28])[CH2:7][CH2:6]1)(=[O:3])[CH3:2]. (8) Given the reactants [CH3:1][C:2]1[CH:7]=[C:6]([S:8][CH:9]([C:13]2[S:17][C:16]([C:18]([OH:20])=O)=[CH:15][CH:14]=2)[CH:10]([CH3:12])[CH3:11])[CH:5]=[C:4]([CH3:21])[C:3]=1[C:22]1[CH:27]=[CH:26][C:25]([C:28]([F:31])([F:30])[F:29])=[CH:24][CH:23]=1.Cl.[CH3:33][O:34][C:35](=[O:39])[CH2:36][CH2:37][NH2:38].O.ON1C2C=CC=CC=2N=N1.C(N(CC)C(C)C)(C)C.Cl.CN(C)CCCN=C=NCC, predict the reaction product. The product is: [CH3:33][O:34][C:35](=[O:39])[CH2:36][CH2:37][NH:38][C:18]([C:16]1[S:17][C:13]([CH:9]([S:8][C:6]2[CH:7]=[C:2]([CH3:1])[C:3]([C:22]3[CH:27]=[CH:26][C:25]([C:28]([F:29])([F:31])[F:30])=[CH:24][CH:23]=3)=[C:4]([CH3:21])[CH:5]=2)[CH:10]([CH3:12])[CH3:11])=[CH:14][CH:15]=1)=[O:20].